The task is: Predict which catalyst facilitates the given reaction.. This data is from Catalyst prediction with 721,799 reactions and 888 catalyst types from USPTO. Reactant: [CH:1]1[C:14]2[C:13](=[O:15])[C:12]3[C:7](=[CH:8][CH:9]=[CH:10][CH:11]=3)[C:6](=[O:16])[C:5]=2[CH:4]=[CH:3][CH:2]=1. Product: [CH:10]1[CH:11]=[C:12]2[C:13]([OH:15])=[C:14]3[C:5](=[C:6]([OH:16])[C:7]2=[CH:8][CH:9]=1)[CH:4]=[CH:3][CH:2]=[CH:1]3. The catalyst class is: 6.